The task is: Predict the product of the given reaction.. This data is from Forward reaction prediction with 1.9M reactions from USPTO patents (1976-2016). (1) Given the reactants C(OC(=O)CC1C=CC([C:12]#[C:13][C:14]2[CH:15]=[C:16]3[C:21](=[C:22](C4CC4)[CH:23]=2)[O:20][C:19]([CH3:28])([CH3:27])[CH2:18][C:17]3([CH3:30])[CH3:29])=CC=1F)C.C(=O)([O-])[O-].[K+].[K+], predict the reaction product. The product is: [C:13]([C:14]1[CH:23]=[CH:22][C:21]2[O:20][C:19]3([CH2:27][CH2:28]3)[CH2:18][C:17]([CH3:29])([CH3:30])[C:16]=2[CH:15]=1)#[CH:12]. (2) Given the reactants [Br:1][CH2:2][CH2:3][CH2:4][CH2:5][OH:6].[O:7]1[CH:12]=[CH:11][CH2:10][CH2:9][CH2:8]1.CC1C=CC(S(O)(=O)=O)=CC=1, predict the reaction product. The product is: [Br:1][CH2:2][CH2:3][CH2:4][CH2:5][O:6][CH:8]1[CH2:9][CH2:10][CH2:11][CH2:12][O:7]1. (3) Given the reactants N#N.CCN=C=NCCCN(C)C.Cl.CCN(CC)CC.[CH3:22][O:23][C:24]1[CH:25]=[C:26]([CH2:34][CH2:35][C:36]([OH:38])=O)[CH:27]=[C:28]([O:32][CH3:33])[C:29]=1[O:30][CH3:31].[CH2:39]([O:41][C:42]([CH2:44][N:45]1[CH2:50][CH2:49][NH:48][CH2:47][CH2:46]1)=[O:43])[CH3:40], predict the reaction product. The product is: [CH2:39]([O:41][C:42](=[O:43])[CH2:44][N:45]1[CH2:50][CH2:49][N:48]([C:36](=[O:38])[CH2:35][CH2:34][C:26]2[CH:27]=[C:28]([O:32][CH3:33])[C:29]([O:30][CH3:31])=[C:24]([O:23][CH3:22])[CH:25]=2)[CH2:47][CH2:46]1)[CH3:40]. (4) Given the reactants [Br:1][C:2]1[CH:3]=[C:4]([O:13][CH3:14])[C:5]([N+:10]([O-])=O)=[C:6]([CH:9]=1)[NH:7][CH3:8], predict the reaction product. The product is: [Br:1][C:2]1[CH:9]=[C:6]([NH:7][CH3:8])[C:5]([NH2:10])=[C:4]([O:13][CH3:14])[CH:3]=1. (5) Given the reactants [CH3:1][C@H:2]1[CH2:7][O:6][CH2:5][CH2:4][N:3]1[C:8]1[CH:13]=[C:12]([CH2:14][S:15]([C:18]([CH3:21])([CH3:20])[CH3:19])(=[O:17])=[O:16])[N:11]=[C:10]([C:22]2[CH:27]=[CH:26][C:25]([NH:28][C:29](=O)[O:30]C3C=CC=CC=3)=[CH:24][CH:23]=2)[N:9]=1.[CH3:38][C@H:39]1COCC[N:40]1C1C=C(C(S(C(C)(C)C)(=O)=O)(C)C)N=C(C2C=CC(NC(=O)OC3C=CC=CC=3)=CC=2)N=1, predict the reaction product. The product is: [CH2:39]([NH:40][C:29](=[O:30])[NH:28][C:25]1[CH:26]=[CH:27][C:22]([C:10]2[N:9]=[C:8]([N:3]3[CH2:4][CH2:5][O:6][CH2:7][C@@H:2]3[CH3:1])[CH:13]=[C:12]([CH2:14][S:15]([C:18]([CH3:20])([CH3:19])[CH3:21])(=[O:17])=[O:16])[N:11]=2)=[CH:23][CH:24]=1)[CH3:38].